Dataset: Reaction yield outcomes from USPTO patents with 853,638 reactions. Task: Predict the reaction yield, written as a fraction of the theoretical maximum amount of product (1.0 means a 100% yield; for example, 0.34 means a 34% yield). (1) The reactants are [F:1][C:2]([F:21])([F:20])[O:3][C:4]1[CH:9]=[CH:8][C:7]([C:10]2[CH:18]=[CH:17][CH:16]=[C:15]3[C:11]=2[CH2:12][C:13](=[O:19])[NH:14]3)=[CH:6][CH:5]=1.[N:22]1([CH2:27][CH2:28][CH2:29][NH:30][C:31]([C:33]2[C:37](C)=[C:36]([CH:39]=O)[NH:35][C:34]=2[CH3:41])=[O:32])[CH2:26][CH2:25][CH2:24][CH2:23]1. The catalyst is C(O)C.N1CCCCC1. The product is [N:22]1([CH2:27][CH2:28][CH2:29][NH:30][C:31]([C:33]2[CH:37]=[C:36]([CH3:39])[NH:35][C:34]=2[CH:41]=[C:12]2[C:11]3[C:15](=[CH:16][CH:17]=[CH:18][C:10]=3[C:7]3[CH:6]=[CH:5][C:4]([O:3][C:2]([F:1])([F:20])[F:21])=[CH:9][CH:8]=3)[NH:14][C:13]2=[O:19])=[O:32])[CH2:26][CH2:25][CH2:24][CH2:23]1. The yield is 0.720. (2) The reactants are Br[C:2]1[CH:3]=[C:4]([N:22]([CH:24]2[CH2:29][CH2:28][CH2:27][CH2:26][CH2:25]2)[CH3:23])[C:5]([CH3:21])=[C:6]([CH:20]=1)[C:7]([NH:9][CH2:10][C:11]1[C:12](=[O:19])[NH:13][C:14]([CH3:18])=[CH:15][C:16]=1[CH3:17])=[O:8].[CH3:30][N:31]1[CH:35]=[C:34](B2OC(C)(C)C(C)(C)O2)[CH:33]=[N:32]1.C([O-])([O-])=O.[Na+].[Na+]. The catalyst is O1CCOCC1.O.C1C=CC([P]([Pd]([P](C2C=CC=CC=2)(C2C=CC=CC=2)C2C=CC=CC=2)([P](C2C=CC=CC=2)(C2C=CC=CC=2)C2C=CC=CC=2)[P](C2C=CC=CC=2)(C2C=CC=CC=2)C2C=CC=CC=2)(C2C=CC=CC=2)C2C=CC=CC=2)=CC=1. The product is [CH:24]1([N:22]([CH3:23])[C:4]2[C:5]([CH3:21])=[C:6]([CH:20]=[C:2]([C:34]3[CH:33]=[N:32][N:31]([CH3:30])[CH:35]=3)[CH:3]=2)[C:7]([NH:9][CH2:10][C:11]2[C:12](=[O:19])[NH:13][C:14]([CH3:18])=[CH:15][C:16]=2[CH3:17])=[O:8])[CH2:29][CH2:28][CH2:27][CH2:26][CH2:25]1. The yield is 0.200. (3) The reactants are [CH3:1][C:2]1[O:6][N:5]=[C:4]([C:7]2[CH:12]=[CH:11][CH:10]=[CH:9][CH:8]=2)[C:3]=1[CH2:13][O:14][C:15]1[CH:23]=[CH:22][C:18]([C:19]([OH:21])=O)=[CH:17][N:16]=1.[CH2:24]([O:31][CH:32]1[CH2:35][CH:34]([NH2:36])[CH2:33]1)[C:25]1[CH:30]=[CH:29][CH:28]=[CH:27][CH:26]=1. No catalyst specified. The product is [CH2:24]([O:31][CH:32]1[CH2:35][CH:34]([NH:36][C:19](=[O:21])[C:18]2[CH:22]=[CH:23][C:15]([O:14][CH2:13][C:3]3[C:4]([C:7]4[CH:8]=[CH:9][CH:10]=[CH:11][CH:12]=4)=[N:5][O:6][C:2]=3[CH3:1])=[N:16][CH:17]=2)[CH2:33]1)[C:25]1[CH:30]=[CH:29][CH:28]=[CH:27][CH:26]=1. The yield is 0.430. (4) The reactants are [Cl:1][C:2]1[CH:3]=[C:4]([CH:8]=[CH:9][C:10]=1[Cl:11])[C:5](Cl)=[O:6].[CH2:12]([NH:19][C:20]([C:22]1[S:26][C:25]([NH2:27])=[N:24][C:23]=1[CH3:28])=[O:21])[C:13]1[CH:18]=[CH:17][CH:16]=[CH:15][CH:14]=1. No catalyst specified. The product is [CH2:12]([NH:19][C:20]([C:22]1[S:26][C:25]([NH:27][C:5](=[O:6])[C:4]2[CH:8]=[CH:9][C:10]([Cl:11])=[C:2]([Cl:1])[CH:3]=2)=[N:24][C:23]=1[CH3:28])=[O:21])[C:13]1[CH:18]=[CH:17][CH:16]=[CH:15][CH:14]=1. The yield is 0.150. (5) The reactants are [N:1]1[C:10]2[C:5](=[CH:6][CH:7]=[CH:8][C:9]=2[OH:11])[CH:4]=[CH:3][CH:2]=1.O[C@@H:13]([CH3:18])[C:14]([O:16][CH3:17])=[O:15].C1C=CC(P(C2C=CC=CC=2)C2C=CC=CC=2)=CC=1.CCOC(/N=N/C(OCC)=O)=O.Cl. The catalyst is C1COCC1. The product is [N:1]1[C:10]2[C:5](=[CH:6][CH:7]=[CH:8][C:9]=2[O:11][C@H:13]([CH3:18])[C:14]([O:16][CH3:17])=[O:15])[CH:4]=[CH:3][CH:2]=1. The yield is 0.625. (6) The reactants are [NH2:1][C:2]1[CH:7]=[CH:6][C:5]([CH3:8])=[CH:4][CH:3]=1.C1(S([N:18]2[C:22]3=[N:23][CH:24]=[CH:25][CH:26]=[C:21]3[C:20]([C:27]3[CH:32]=[CH:31][N:30]=[C:29](Cl)[N:28]=3)=[CH:19]2)(=O)=O)C=CC=CC=1. No catalyst specified. The product is [NH:18]1[C:22]2=[N:23][CH:24]=[CH:25][CH:26]=[C:21]2[C:20]([C:27]2[CH:32]=[CH:31][N:30]=[C:29]([NH:1][C:2]3[CH:7]=[CH:6][C:5]([CH3:8])=[CH:4][CH:3]=3)[N:28]=2)=[CH:19]1. The yield is 0.430.